From a dataset of Forward reaction prediction with 1.9M reactions from USPTO patents (1976-2016). Predict the product of the given reaction. (1) Given the reactants [CH3:1][C:2]1[CH:7]=[C:6]([CH3:8])[CH:5]=[CH:4][C:3]=1[N:9]1[CH2:14][CH2:13][N:12]([C:15]2[CH:16]=[C:17]([CH:21]3[CH2:30][C:29]([CH3:32])([CH3:31])[C:28]4[C:23](=[CH:24][CH:25]=[C:26]([C:33]([OH:35])=O)[CH:27]=4)[NH:22]3)[CH:18]=[CH:19][CH:20]=2)[CH2:11][CH2:10]1.[CH3:36][S:37]([NH2:40])(=[O:39])=[O:38], predict the reaction product. The product is: [CH3:1][C:2]1[CH:7]=[C:6]([CH3:8])[CH:5]=[CH:4][C:3]=1[N:9]1[CH2:14][CH2:13][N:12]([C:15]2[CH:16]=[C:17]([CH:21]3[CH2:30][C:29]([CH3:31])([CH3:32])[C:28]4[C:23](=[CH:24][CH:25]=[C:26]([C:33]([NH:40][S:37]([CH3:36])(=[O:39])=[O:38])=[O:35])[CH:27]=4)[NH:22]3)[CH:18]=[CH:19][CH:20]=2)[CH2:11][CH2:10]1. (2) Given the reactants [Cl:1][C:2]1[CH:7]=[CH:6][C:5]([S:8]([NH:11][CH:12]2[CH2:18][CH:17]([CH:19]([CH3:21])[CH3:20])[CH2:16][CH2:15][NH:14][C:13]2=[O:22])(=[O:10])=[O:9])=[CH:4][CH:3]=1.Br[C:24]1[CH:32]=[CH:31][C:27]([C:28]([NH2:30])=[O:29])=[C:26](C)[CH:25]=1.[C:34]([O-])([O-])=O.[K+].[K+], predict the reaction product. The product is: [Cl:1][C:2]1[CH:3]=[CH:4][C:5]([S:8]([N:11]([CH2:34][C:24]2[CH:25]=[CH:26][C:27]([C:28]([NH2:30])=[O:29])=[CH:31][CH:32]=2)[CH:12]2[CH2:18][CH:17]([CH:19]([CH3:20])[CH3:21])[CH2:16][CH2:15][NH:14][C:13]2=[O:22])(=[O:10])=[O:9])=[CH:6][CH:7]=1. (3) The product is: [CH3:1][O:2][C:3](=[O:33])[C@@H:4]([NH:7][C:8](=[O:32])[C:9]1[CH:10]=[CH:11][C:12]([C:15]#[C:16]/[CH:17]=[CH:18]/[C:19]2[CH:24]=[CH:23][C:22]([CH2:25][N:26]3[CH2:27][CH2:28][O:29][CH2:30][CH2:31]3)=[CH:21][CH:20]=2)=[CH:13][CH:14]=1)[CH2:5][NH:6][C:39](=[O:40])[CH2:38][N:36]([CH3:37])[CH3:35]. Given the reactants [CH3:1][O:2][C:3](=[O:33])[C@@H:4]([NH:7][C:8](=[O:32])[C:9]1[CH:14]=[CH:13][C:12]([C:15]#[C:16]/[CH:17]=[CH:18]/[C:19]2[CH:24]=[CH:23][C:22]([CH2:25][N:26]3[CH2:31][CH2:30][O:29][CH2:28][CH2:27]3)=[CH:21][CH:20]=2)=[CH:11][CH:10]=1)[CH2:5][NH2:6].Cl.[CH3:35][N:36]([CH2:38][C:39](Cl)=[O:40])[CH3:37].CCN(C(C)C)C(C)C, predict the reaction product. (4) The product is: [CH3:31][C@@:30]1([C:29]([F:34])([F:33])[F:28])[NH:10][CH:7]([C:4]2[CH:5]=[CH:6][CH:1]=[CH:2][CH:3]=2)[CH2:8][O:9]1. Given the reactants [CH:1]1[CH:6]=[CH:5][C:4]([CH:7]([NH2:10])[CH2:8][OH:9])=[CH:3][CH:2]=1.C1(C)C=CC(S([O-])(=O)=O)=CC=1.[NH+]1C=CC=CC=1.[F:28][C:29]([F:34])([F:33])[C:30](=O)[CH3:31], predict the reaction product. (5) Given the reactants CO[C:3](=[O:17])[C:4]([C:6]1[C:14]2[C:9]3=[C:10]([CH2:15][CH2:16][N:8]3[CH:7]=1)[CH:11]=[CH:12][CH:13]=2)=O.[NH:18]1[C:26]2[C:21](=[CH:22][CH:23]=[CH:24][CH:25]=2)[C:20]([CH2:27][C:28]([NH2:30])=[O:29])=[CH:19]1.CC(C)([O-])C.[K+].Cl, predict the reaction product. The product is: [C:6]1([C:4]2[C:3](=[O:17])[NH:30][C:28](=[O:29])[C:27]=2[C:20]2[C:21]3[C:26](=[CH:25][CH:24]=[CH:23][CH:22]=3)[NH:18][CH:19]=2)[C:14]2[C:9]3=[C:10]([CH2:15][CH2:16][N:8]3[CH:7]=1)[CH:11]=[CH:12][CH:13]=2.